From a dataset of Reaction yield outcomes from USPTO patents with 853,638 reactions. Predict the reaction yield, written as a fraction of the theoretical maximum amount of product (1.0 means a 100% yield; for example, 0.34 means a 34% yield). (1) The reactants are Cl.C(OC(=O)NC[C:10]1[CH:15]=[CH:14][C:13]([C:16](=[O:32])[NH:17][CH2:18][C:19]2[S:20][C:21]([O:24][C:25]3[CH:30]=[CH:29][CH:28]=[C:27]([F:31])[CH:26]=3)=[CH:22][CH:23]=2)=[CH:12][N:11]=1)(C)(C)C.[NH2:34][C:35]1C(C(O)=O)=NC=C(N)N=1.C(=O)(O)[O-].[Na+]. The product is [F:31][C:27]1[CH:26]=[C:25]([CH:30]=[CH:29][CH:28]=1)[O:24][C:21]1[S:20][C:19]([CH2:18][NH:17][C:16](=[O:32])[C:13]2[CH:14]=[CH:15][C:10]([NH:34][CH3:35])=[N:11][CH:12]=2)=[CH:23][CH:22]=1. The yield is 0.855. The catalyst is C(OCC)(=O)C.C(O)C. (2) The reactants are [OH:1]/[N:2]=[C:3](\Cl)/[C:4]1[CH:9]=[CH:8][CH:7]=[CH:6][CH:5]=1.[CH3:11][O:12][C:13](/[CH:15]=[CH:16]/OC(=O)C1C=CC([N+]([O-])=O)=CC=1)=[O:14].C(N(CC)CC)C. The catalyst is ClCCl. The product is [CH3:11][O:12][C:13]([C:15]1[C:3]([C:4]2[CH:9]=[CH:8][CH:7]=[CH:6][CH:5]=2)=[N:2][O:1][CH:16]=1)=[O:14]. The yield is 0.400.